This data is from Forward reaction prediction with 1.9M reactions from USPTO patents (1976-2016). The task is: Predict the product of the given reaction. (1) Given the reactants CN(C)CCCN=C=NCC.[NH2:12][C:13]1[CH:18]=[CH:17][C:16]([N:19]([CH2:27][CH2:28][C:29]2[CH:34]=[CH:33][CH:32]=[CH:31][N:30]=2)C(=O)OC(C)(C)C)=[CH:15][CH:14]=1.[CH3:35][C:36]1[CH:37]=[C:38]([C:49](O)=[O:50])[C:39]([C:42]2[CH:47]=[CH:46][C:45]([CH3:48])=[CH:44][CH:43]=2)=[CH:40][CH:41]=1.O.ON1C2C=CC=CC=2N=N1.Cl.C(=O)([O-])[O-].[K+].[K+], predict the reaction product. The product is: [CH3:35][C:36]1[CH:37]=[C:38]([C:49]([NH:12][C:13]2[CH:14]=[CH:15][C:16]([NH:19][CH2:27][CH2:28][C:29]3[CH:34]=[CH:33][CH:32]=[CH:31][N:30]=3)=[CH:17][CH:18]=2)=[O:50])[C:39]([C:42]2[CH:47]=[CH:46][C:45]([CH3:48])=[CH:44][CH:43]=2)=[CH:40][CH:41]=1. (2) The product is: [CH3:17][O:18][C:19]1[CH:27]=[CH:26][C:22]([C:23]2[O:1][N:2]=[C:3]([C:5]3[C:10]([C:11]4[CH:16]=[CH:15][CH:14]=[CH:13][CH:12]=4)=[CH:9][CH:8]=[CH:7][N:6]=3)[N:4]=2)=[C:21]([OH:28])[CH:20]=1. Given the reactants [OH:1][NH:2][C:3]([C:5]1[C:10]([C:11]2[CH:16]=[CH:15][CH:14]=[CH:13][CH:12]=2)=[CH:9][CH:8]=[CH:7][N:6]=1)=[NH:4].[CH3:17][O:18][C:19]1[CH:20]=[C:21]([OH:28])[C:22](=[CH:26][CH:27]=1)[C:23](O)=O, predict the reaction product.